From a dataset of Catalyst prediction with 721,799 reactions and 888 catalyst types from USPTO. Predict which catalyst facilitates the given reaction. (1) Reactant: FC(F)(F)C(O)=O.[NH2:8][CH2:9][CH2:10][CH2:11][NH:12][C:13]1[CH:18]=[C:17]([NH:19][C:20]2[CH:24]=[C:23]([CH:25]3[CH2:27][CH2:26]3)[NH:22][N:21]=2)[N:16]=[C:15]([NH:28][C:29]2[CH:34]=[CH:33][C:32]([CH2:35][C:36]#[N:37])=[CH:31][CH:30]=2)[N:14]=1.FC(F)(F)C(O)=O.O=C1CCC(=O)N1[O:52][C:53](=O)[CH2:54][C:55]1[CH:63]=[CH:62][C:61]2[N:60]3[CH2:64][CH2:65][CH:66]4[O:71][CH:70]5[CH2:72][CH2:73][N+:74]6[C:75]7[CH:84]=[CH:83][C:82]([S:85]([O-:88])(=[O:87])=[O:86])=[CH:81][C:76]=7[C:77]([CH3:80])([CH3:79])[C:78]=6[C:69]5=[CH:68][C:67]4=[C:59]3[C:58]([CH3:90])([CH3:89])[C:57]=2[CH:56]=1.CCN(C(C)C)C(C)C. Product: [C:36]([CH2:35][C:32]1[CH:31]=[CH:30][C:29]([NH:28][C:15]2[N:14]=[C:13]([NH:12][CH2:11][CH2:10][CH2:9][NH:8][C:53](=[O:52])[CH2:54][C:55]3[CH:63]=[CH:62][C:61]4[N:60]5[CH2:64][CH2:65][CH:66]6[O:71][CH:70]7[CH2:72][CH2:73][N+:74]8[C:75]9[CH:84]=[CH:83][C:82]([S:85]([O-:88])(=[O:87])=[O:86])=[CH:81][C:76]=9[C:77]([CH3:80])([CH3:79])[C:78]=8[C:69]7=[CH:68][C:67]6=[C:59]5[C:58]([CH3:90])([CH3:89])[C:57]=4[CH:56]=3)[CH:18]=[C:17]([NH:19][C:20]3[CH:24]=[C:23]([CH:25]4[CH2:27][CH2:26]4)[NH:22][N:21]=3)[N:16]=2)=[CH:34][CH:33]=1)#[N:37]. The catalyst class is: 3. (2) Reactant: [CH3:1][C:2]([CH3:51])([CH3:50])[C:3]([O:5][CH2:6][N:7]1[CH:11]=[CH:10][N:9]=[C:8]1[C@@H:12]1[C@@H:21]2[CH2:22][CH2:23][N:24]([C:25]([C@H:27]3[CH2:32][C:31]([F:34])([F:33])[CH2:30][CH2:29][C@H:28]3[NH:35][C:36]([C:38]3[CH:43]=[CH:42][C:41]([N:44]4[CH:48]=[CH:47][C:46]([CH3:49])=[N:45]4)=[CH:40][CH:39]=3)=[O:37])=[O:26])[C@@H:20]2[C:19]2[CH:18]=[CH:17][CH:16]=[CH:15][C:14]=2[NH:13]1)=[O:4].ClC1C(=O)C(C#N)=C(C#N)C(=O)C=1Cl.[OH-].[Na+]. Product: [CH3:1][C:2]([CH3:51])([CH3:50])[C:3]([O:5][CH2:6][N:7]1[CH:11]=[CH:10][N:9]=[C:8]1[C:12]1[C:21]2[CH2:22][CH2:23][N:24]([C:25]([C@H:27]3[CH2:32][C:31]([F:34])([F:33])[CH2:30][CH2:29][C@H:28]3[NH:35][C:36]([C:38]3[CH:39]=[CH:40][C:41]([N:44]4[CH:48]=[CH:47][C:46]([CH3:49])=[N:45]4)=[CH:42][CH:43]=3)=[O:37])=[O:26])[C:20]=2[C:19]2[CH:18]=[CH:17][CH:16]=[CH:15][C:14]=2[N:13]=1)=[O:4]. The catalyst class is: 7. (3) The catalyst class is: 51. Product: [NH2:16][C:4]1[N:3]=[C:2]([NH:18][CH2:19][CH2:20][NH:21][C:22](=[O:31])[O:23][CH2:24][C:25]2[CH:26]=[CH:27][CH:28]=[CH:29][CH:30]=2)[CH:7]=[C:6]([C:8]2[CH:13]=[CH:12][CH:11]=[C:10]([CH3:14])[C:9]=2[CH3:15])[N:5]=1. Reactant: Cl[C:2]1[CH:7]=[C:6]([C:8]2[CH:13]=[CH:12][CH:11]=[C:10]([CH3:14])[C:9]=2[CH3:15])[N:5]=[C:4]([NH2:16])[N:3]=1.Cl.[NH2:18][CH2:19][CH2:20][NH:21][C:22](=[O:31])[O:23][CH2:24][C:25]1[CH:30]=[CH:29][CH:28]=[CH:27][CH:26]=1.CCN(C(C)C)C(C)C.